Dataset: Catalyst prediction with 721,799 reactions and 888 catalyst types from USPTO. Task: Predict which catalyst facilitates the given reaction. (1) Reactant: [N+:1]([O-:4])([O-])=[O:2].[K+].[Cl:6][C:7]1[CH:14]=[CH:13][CH:12]=[C:11]([F:15])[C:8]=1[CH:9]=[O:10].N. The catalyst class is: 65. Product: [Cl:6][C:7]1[C:14]([N+:1]([O-:4])=[O:2])=[CH:13][CH:12]=[C:11]([F:15])[C:8]=1[CH:9]=[O:10]. (2) Reactant: [CH3:1][N:2]1[CH2:26][CH2:25][C:5]2[N:6]([CH2:14][C:15]([C:19]3[CH:24]=[CH:23][N:22]=[CH:21][CH:20]=3)(O)[CH2:16][CH3:17])[C:7]3[CH:8]=[CH:9][C:10]([CH3:13])=[CH:11][C:12]=3[C:4]=2[CH2:3]1.CN(C=O)C.S(Cl)(Cl)=O.C(=O)(O)[O-].[Na+]. Product: [CH3:1][N:2]1[CH2:26][CH2:25][C:5]2[N:6](/[CH:14]=[C:15](\[C:19]3[CH:20]=[CH:21][N:22]=[CH:23][CH:24]=3)/[CH2:16][CH3:17])[C:7]3[CH:8]=[CH:9][C:10]([CH3:13])=[CH:11][C:12]=3[C:4]=2[CH2:3]1. The catalyst class is: 2. (3) Reactant: CN(S(F)(F)[F:5])C.[C:8]([C:10]1[C:14]([S:15][C:16]([F:19])([F:18])[F:17])=[C:13]([CH2:20]O)[N:12]([C:22]2[C:27]([Cl:28])=[CH:26][C:25]([C:29]([F:32])([F:31])[F:30])=[CH:24][C:23]=2[Cl:33])[N:11]=1)#[N:9].O. Product: [C:8]([C:10]1[C:14]([S:15][C:16]([F:19])([F:18])[F:17])=[C:13]([CH2:20][F:5])[N:12]([C:22]2[C:27]([Cl:28])=[CH:26][C:25]([C:29]([F:32])([F:31])[F:30])=[CH:24][C:23]=2[Cl:33])[N:11]=1)#[N:9]. The catalyst class is: 4. (4) Reactant: [CH3:1][O:2][CH2:3][CH2:4][NH:5][C:6]1[S:7][C:8]([C:17]([OH:19])=O)=[C:9]([C:11]2[CH:16]=[CH:15][CH:14]=[CH:13][CH:12]=2)[N:10]=1.[CH3:20][O:21][C:22]1[CH:23]=[C:24]([N:30]2[CH2:35][CH2:34][NH:33][CH2:32][CH2:31]2)[CH:25]=[C:26]([O:28][CH3:29])[CH:27]=1.Cl.CN(C)CCCN=C=NCC.O.ON1C2C=CC=CC=2N=N1. Product: [CH3:20][O:21][C:22]1[CH:23]=[C:24]([N:30]2[CH2:31][CH2:32][N:33]([C:17]([C:8]3[S:7][C:6]([NH:5][CH2:4][CH2:3][O:2][CH3:1])=[N:10][C:9]=3[C:11]3[CH:12]=[CH:13][CH:14]=[CH:15][CH:16]=3)=[O:19])[CH2:34][CH2:35]2)[CH:25]=[C:26]([O:28][CH3:29])[CH:27]=1. The catalyst class is: 4. (5) The catalyst class is: 6. Product: [CH2:1]([C:3]1[C:4](=[O:15])[NH:5][C:6]([CH3:14])=[C:7]([C:9]2[N:13]=[CH:12][O:11][N:10]=2)[CH:8]=1)[CH3:2]. Reactant: [CH2:1]([C:3]1[C:4]([O:15]C)=[N:5][C:6]([CH3:14])=[C:7]([C:9]2[N:13]=[CH:12][O:11][N:10]=2)[CH:8]=1)[CH3:2].[I-].[Na+].C(#N)C.Cl[Si](C)(C)C. (6) Product: [F:39][C:38]1[C:33]([O:8][C:7](=[O:9])[C:6]2[CH:10]=[C:2]([Br:1])[C:3]([F:21])=[C:4]([F:20])[C:5]=2[NH:11][C:12]2[CH:17]=[CH:16][C:15]([I:18])=[CH:14][C:13]=2[CH3:19])=[C:34]([F:43])[C:35]([F:42])=[C:36]([F:41])[C:37]=1[F:40]. Reactant: [Br:1][C:2]1[C:3]([F:21])=[C:4]([F:20])[C:5]([NH:11][C:12]2[CH:17]=[CH:16][C:15]([I:18])=[CH:14][C:13]=2[CH3:19])=[C:6]([CH:10]=1)[C:7]([OH:9])=[O:8].N1C=CC=CC=1.FC(F)(F)C(O[C:33]1[C:38]([F:39])=[C:37]([F:40])[C:36]([F:41])=[C:35]([F:42])[C:34]=1[F:43])=O. The catalyst class is: 869. (7) Reactant: OO.O[Li].O.C([C@@H]1COC(=O)N1[C:19](=[O:37])[C@@H:20]([C:30]1[CH:35]=[CH:34][C:33]([Cl:36])=[CH:32][CH:31]=1)[CH2:21][NH:22][C:23](=[O:29])[O:24][C:25]([CH3:28])([CH3:27])[CH3:26])C1C=CC=CC=1.C[O:39]C1C=C(OC)C=CC=1C=O.[O-]S([O-])=O.[Na+].[Na+]. Product: [C:25]([O:24][C:23]([NH:22][CH2:21][C@H:20]([C:30]1[CH:31]=[CH:32][C:33]([Cl:36])=[CH:34][CH:35]=1)[C:19]([OH:37])=[O:39])=[O:29])([CH3:26])([CH3:27])[CH3:28]. The catalyst class is: 20.